Task: Predict the reactants needed to synthesize the given product.. Dataset: Full USPTO retrosynthesis dataset with 1.9M reactions from patents (1976-2016) (1) Given the product [CH3:22][C:23]1([CH3:40])[CH2:27][C:26]2([CH2:32][CH2:31][CH2:30][N:29]([CH:33]3[CH2:34][CH2:35][N:36]([C:17]([C:15]4[C:14]5[C:9](=[CH:10][CH:11]=[CH:12][CH:13]=5)[N:8]=[C:7]([C:4]5[CH:5]=[CH:6][N:2]([CH3:1])[N:3]=5)[CH:16]=4)=[O:19])[CH2:37][CH2:38]3)[CH2:28]2)[C:25](=[O:39])[O:24]1, predict the reactants needed to synthesize it. The reactants are: [CH3:1][N:2]1[CH:6]=[CH:5][C:4]([C:7]2[CH:16]=[C:15]([C:17]([OH:19])=O)[C:14]3[C:9](=[CH:10][CH:11]=[CH:12][CH:13]=3)[N:8]=2)=[N:3]1.Cl.Cl.[CH3:22][C:23]1([CH3:40])[CH2:27][C:26]2([CH2:32][CH2:31][CH2:30][N:29]([CH:33]3[CH2:38][CH2:37][NH:36][CH2:35][CH2:34]3)[CH2:28]2)[C:25](=[O:39])[O:24]1.C(OC(C)C)(C)C. (2) Given the product [NH2:1][C:2]1[C:3]2[N:4]([C:8]([C@@H:26]3[CH2:30][CH2:29][CH2:28][N:27]3[C:15](=[O:16])[C:14]#[C:13][CH2:12][CH2:11][CH3:10])=[N:9][C:10]=2[C:11]2[CH:25]=[CH:24][C:14]([C:15]([NH:17][C:18]3[CH:23]=[CH:22][CH:21]=[CH:20][N:19]=3)=[O:16])=[CH:13][CH:12]=2)[CH:5]=[CH:6][N:7]=1, predict the reactants needed to synthesize it. The reactants are: [NH2:1][C:2]1[C:3]2[N:4]([C:8]([C@@H:26]3[CH2:30][CH2:29][CH2:28][NH:27]3)=[N:9][C:10]=2[C:11]2[CH:25]=[CH:24][C:14]([C:15]([NH:17][C:18]3[CH:23]=[CH:22][CH:21]=[CH:20][N:19]=3)=[O:16])=[CH:13][CH:12]=2)[CH:5]=[CH:6][N:7]=1. (3) Given the product [Cl:21][CH2:16][CH2:15][N:14]1[C:10]2[C:9]3[CH:8]=[CH:7][CH:6]=[CH:5][C:4]=3[N:3]=[C:2]([NH2:1])[C:11]=2[N:12]=[C:13]1[CH3:18], predict the reactants needed to synthesize it. The reactants are: [NH2:1][C:2]1[C:11]2[N:12]=[C:13]([CH3:18])[N:14]([CH2:15][CH2:16]O)[C:10]=2[C:9]2[CH:8]=[CH:7][CH:6]=[CH:5][C:4]=2[N:3]=1.S(Cl)([Cl:21])=O. (4) Given the product [N:16]([CH2:2][CH2:3][CH2:4][CH2:5][CH2:6][CH2:7][C:8]([OH:10])=[O:9])=[N+:17]=[N-:18], predict the reactants needed to synthesize it. The reactants are: Br[CH2:2][CH2:3][CH2:4][CH2:5][CH2:6][CH2:7][C:8]([OH:10])=[O:9].CN(C=O)C.[N-:16]=[N+:17]=[N-:18].[Na+]. (5) The reactants are: [NH2:1][C:2]1[C:10]([N+:11]([O-])=O)=[CH:9][CH:8]=[CH:7][C:3]=1[C:4]([NH2:6])=[O:5].C([O-])=O.[NH4+]. Given the product [NH2:1][C:2]1[C:10]([NH2:11])=[CH:9][CH:8]=[CH:7][C:3]=1[C:4]([NH2:6])=[O:5], predict the reactants needed to synthesize it. (6) Given the product [CH:1]1([C:4]2[CH:9]=[CH:8][N:7]=[CH:6][C:5]=2[N:10]2[CH2:14][CH2:13][N:12]([C:17]3[CH:27]=[CH:26][C:20]4[S:21][C:22]([F:25])=[C:23]([CH3:24])[C:19]=4[CH:18]=3)[C:11]2=[O:15])[CH2:3][CH2:2]1, predict the reactants needed to synthesize it. The reactants are: [CH:1]1([C:4]2[CH:9]=[CH:8][N:7]=[CH:6][C:5]=2[N:10]2[CH2:14][CH2:13][NH:12][C:11]2=[O:15])[CH2:3][CH2:2]1.Br[C:17]1[CH:27]=[CH:26][C:20]2[S:21][C:22]([F:25])=[C:23]([CH3:24])[C:19]=2[CH:18]=1.CN[C@@H]1CCCC[C@H]1NC.P([O-])([O-])([O-])=O.[K+].[K+].[K+]. (7) Given the product [Cl:1][C:2]1[CH:7]=[CH:6][C:5]([NH:8][C:9]2[S:10][C:11]([C:14]3[N:20]([CH2:17][CH2:18][CH3:19])[C:21]4[CH:26]=[CH:25][CH:24]=[CH:23][C:22]=4[N:27]=3)=[CH:12][N:13]=2)=[CH:4][CH:3]=1, predict the reactants needed to synthesize it. The reactants are: [Cl:1][C:2]1[CH:7]=[CH:6][C:5]([NH:8][C:9]2[S:10][C:11]([C:14](O)=O)=[CH:12][N:13]=2)=[CH:4][CH:3]=1.[CH2:17]([NH:20][C:21]1[C:22]([NH2:27])=[CH:23][CH:24]=[CH:25][CH:26]=1)[CH2:18][CH3:19]. (8) Given the product [C:28]([OH:35])(=[O:34])/[CH:29]=[CH:30]/[C:31]([OH:33])=[O:32].[N:1]1[CH:6]=[CH:5][CH:4]=[CH:3][C:2]=1[O:7][CH2:8][C:9]1[CH:27]=[CH:26][C:12]([CH2:13][C:14]2[CH:18]=[C:17]([C:19]3[C:20]([NH2:25])=[N:21][CH:22]=[CH:23][CH:24]=3)[O:16][N:15]=2)=[CH:11][CH:10]=1.[N:1]1[CH:6]=[CH:5][CH:4]=[CH:3][C:2]=1[O:7][CH2:8][C:9]1[CH:27]=[CH:26][C:12]([CH2:13][C:14]2[CH:18]=[C:17]([C:19]3[C:20]([NH2:25])=[N:21][CH:22]=[CH:23][CH:24]=3)[O:16][N:15]=2)=[CH:11][CH:10]=1, predict the reactants needed to synthesize it. The reactants are: [N:1]1[CH:6]=[CH:5][CH:4]=[CH:3][C:2]=1[O:7][CH2:8][C:9]1[CH:27]=[CH:26][C:12]([CH2:13][C:14]2[CH:18]=[C:17]([C:19]3[C:20]([NH2:25])=[N:21][CH:22]=[CH:23][CH:24]=3)[O:16][N:15]=2)=[CH:11][CH:10]=1.[C:28]([OH:35])(=[O:34])/[CH:29]=[CH:30]/[C:31]([OH:33])=[O:32]. (9) Given the product [ClH:75].[NH2:8][CH2:9][C@H:10]1[CH2:15][CH2:14][C@H:13]([C:16]([NH:18][C@H:19]([C:50]([NH:52][C:53]2[CH:54]=[CH:55][C:56]([C:59]3[NH:63][N:62]=[C:61]([C:64]([F:73])([F:74])[C:65]([F:72])([F:71])[C:66]([N:68]([CH3:70])[CH3:69])=[O:67])[N:60]=3)=[CH:57][CH:58]=2)=[O:51])[CH2:20][C:21]2[CH:26]=[CH:25][C:24]([C:27]3[CH:32]=[CH:31][C:30]([C:33]([NH:35][CH:36]4[CH2:41][CH2:40][NH:39][CH2:38][CH2:37]4)=[O:34])=[CH:29][C:28]=3[CH3:49])=[CH:23][CH:22]=2)=[O:17])[CH2:12][CH2:11]1, predict the reactants needed to synthesize it. The reactants are: C(OC([NH:8][CH2:9][C@H:10]1[CH2:15][CH2:14][C@H:13]([C:16]([NH:18][C@H:19]([C:50]([NH:52][C:53]2[CH:58]=[CH:57][C:56]([C:59]3[NH:63][N:62]=[C:61]([C:64]([F:74])([F:73])[C:65]([F:72])([F:71])[C:66]([N:68]([CH3:70])[CH3:69])=[O:67])[N:60]=3)=[CH:55][CH:54]=2)=[O:51])[CH2:20][C:21]2[CH:26]=[CH:25][C:24]([C:27]3[CH:32]=[CH:31][C:30]([C:33]([NH:35][CH:36]4[CH2:41][CH2:40][N:39](C(OC(C)(C)C)=O)[CH2:38][CH2:37]4)=[O:34])=[CH:29][C:28]=3[CH3:49])=[CH:23][CH:22]=2)=[O:17])[CH2:12][CH2:11]1)=O)(C)(C)C.[ClH:75].C(#N)C.